This data is from Reaction yield outcomes from USPTO patents with 853,638 reactions. The task is: Predict the reaction yield, written as a fraction of the theoretical maximum amount of product (1.0 means a 100% yield; for example, 0.34 means a 34% yield). (1) The reactants are [Cl:1][C:2]1[C:8]([I:9])=[CH:7][C:5]([NH2:6])=[C:4]([O:10][CH3:11])[CH:3]=1.[H-].[Na+].[C:14]([O:18][C:19]([N:21]1[CH2:26][CH2:25][N:24]([CH2:27][CH2:28]Br)[CH2:23][CH2:22]1)=[O:20])([CH3:17])([CH3:16])[CH3:15]. The catalyst is C1COCC1. The product is [Cl:1][C:2]1[C:8]([I:9])=[CH:7][C:5]([NH:6][CH2:28][CH2:27][N:24]2[CH2:25][CH2:26][N:21]([C:19]([O:18][C:14]([CH3:15])([CH3:17])[CH3:16])=[O:20])[CH2:22][CH2:23]2)=[C:4]([O:10][CH3:11])[CH:3]=1. The yield is 0.210. (2) The catalyst is C1C=CC([P]([Pd]([P](C2C=CC=CC=2)(C2C=CC=CC=2)C2C=CC=CC=2)([P](C2C=CC=CC=2)(C2C=CC=CC=2)C2C=CC=CC=2)[P](C2C=CC=CC=2)(C2C=CC=CC=2)C2C=CC=CC=2)(C2C=CC=CC=2)C2C=CC=CC=2)=CC=1. The product is [CH2:1]([O:8][C:9]1[CH:14]=[C:13]([O:15][CH2:16][C:17]2[CH:22]=[CH:21][CH:20]=[CH:19][CH:18]=2)[C:12]([CH:23]([CH3:25])[CH3:24])=[CH:11][C:10]=1[C:26]1[O:30][N:29]=[C:28]([C:31]([NH:33][CH2:34][CH3:35])=[O:32])[C:27]=1[C:42]1[O:46][N:45]=[C:44]([CH3:47])[CH:43]=1)[C:2]1[CH:7]=[CH:6][CH:5]=[CH:4][CH:3]=1. The reactants are [CH2:1]([O:8][C:9]1[CH:14]=[C:13]([O:15][CH2:16][C:17]2[CH:22]=[CH:21][CH:20]=[CH:19][CH:18]=2)[C:12]([CH:23]([CH3:25])[CH3:24])=[CH:11][C:10]=1[C:26]1[O:30][N:29]=[C:28]([C:31]([NH:33][CH2:34][CH3:35])=[O:32])[C:27]=1I)[C:2]1[CH:7]=[CH:6][CH:5]=[CH:4][CH:3]=1.C([Sn](CCCC)(CCCC)[C:42]1[O:46][N:45]=[C:44]([C:47](OCC)=O)[CH:43]=1)CCC. The yield is 0.780. (3) The reactants are C([O:3][C:4](=[O:34])[CH2:5][N:6]1[CH2:11][C:10]2[CH:12]=[C:13](/[CH:16]=[CH:17]/[C:18](=[O:32])[N:19]([CH3:31])[CH2:20][C:21]3[N:22]([CH3:30])[C:23]4[C:28]([CH:29]=3)=[CH:27][CH:26]=[CH:25][CH:24]=4)[CH:14]=[N:15][C:9]=2[NH:8][C:7]1=[O:33])C.[OH-].[Na+:36]. The catalyst is CO. The product is [CH3:31][N:19]([CH2:20][C:21]1[N:22]([CH3:30])[C:23]2[C:28]([CH:29]=1)=[CH:27][CH:26]=[CH:25][CH:24]=2)[C:18](/[CH:17]=[CH:16]/[C:13]1[CH:14]=[N:15][C:9]2[NH:8][C:7](=[O:33])[N:6]([CH2:5][C:4]([O-:34])=[O:3])[CH2:11][C:10]=2[CH:12]=1)=[O:32].[Na+:36]. The yield is 0.770.